This data is from Full USPTO retrosynthesis dataset with 1.9M reactions from patents (1976-2016). The task is: Predict the reactants needed to synthesize the given product. (1) The reactants are: [Cl:1][C:2]1[CH:3]=[C:4]([C:12]2[O:16][N:15]=[C:14]([C:17]3[C:27]4[CH2:26][CH2:25][N:24]([CH2:28][CH2:29][C:30]([O:32]C(C)(C)C)=[O:31])[CH2:23][CH2:22][C:21]=4[CH:20]=[CH:19][CH:18]=3)[N:13]=2)[CH:5]=[CH:6][C:7]=1[O:8][CH:9]([CH3:11])[CH3:10]. Given the product [ClH:1].[Cl:1][C:2]1[CH:3]=[C:4]([C:12]2[O:16][N:15]=[C:14]([C:17]3[C:27]4[CH2:26][CH2:25][N:24]([CH2:28][CH2:29][C:30]([OH:32])=[O:31])[CH2:23][CH2:22][C:21]=4[CH:20]=[CH:19][CH:18]=3)[N:13]=2)[CH:5]=[CH:6][C:7]=1[O:8][CH:9]([CH3:11])[CH3:10], predict the reactants needed to synthesize it. (2) Given the product [ClH:53].[O:20]=[C:11]1[CH:12]=[CH:13][C:14]2[C:19](=[N:18][CH:17]=[CH:16][CH:15]=2)[N:10]1[CH2:9][CH2:8][N:5]1[CH2:6][CH2:7][CH:2]([NH:1][CH2:32][C:29]2[CH:30]=[CH:31][C:25]3[O:24][CH2:23][C:22](=[O:21])[NH:27][C:26]=3[CH:28]=2)[CH2:3][CH2:4]1, predict the reactants needed to synthesize it. The reactants are: [NH2:1][CH:2]1[CH2:7][CH2:6][N:5]([CH2:8][CH2:9][N:10]2[C:19]3[C:14](=[CH:15][CH:16]=[CH:17][N:18]=3)[CH:13]=[CH:12][C:11]2=[O:20])[CH2:4][CH2:3]1.[O:21]=[C:22]1[NH:27][C:26]2[CH:28]=[C:29]([CH:32]=O)[CH:30]=[CH:31][C:25]=2[O:24][CH2:23]1.C(O[BH-](OC(=O)C)OC(=O)C)(=O)C.[Na+].C(=O)([O-])O.[Na+].[Cl-:53].[Na+]. (3) Given the product [NH2:4][C:5]1[C:6]([Br:17])=[C:7]2[C:11](=[CH:12][CH:13]=1)[C:10](=[O:14])[C:9]([CH2:15][CH3:16])([CH2:22][CH2:21][C:23](=[O:24])[CH2:25][CH3:26])[CH2:8]2, predict the reactants needed to synthesize it. The reactants are: C([NH:4][C:5]1[C:6]([Br:17])=[C:7]2[C:11](=[CH:12][CH:13]=1)[C:10](=[O:14])[CH:9]([CH2:15][CH3:16])[CH2:8]2)(=O)C.C[O-].[Na+].[CH:21]([C:23]([CH2:25][CH3:26])=[O:24])=[CH2:22].